Dataset: Forward reaction prediction with 1.9M reactions from USPTO patents (1976-2016). Task: Predict the product of the given reaction. Given the reactants [CH2:1]([O:3][C:4]([C:6]1[CH2:7][N:8]([CH2:20][C:21]2[CH:26]=[CH:25][CH:24]=[CH:23][CH:22]=2)[CH2:9][CH2:10][C:11]=1OS(C(F)(F)F)(=O)=O)=[O:5])[CH3:2].C(=O)([O-])[O-].[K+].[K+].[C:33]1([C:42]2[CH:47]=[CH:46][CH:45]=[CH:44][CH:43]=2)[CH:38]=[CH:37][C:36](B(O)O)=[CH:35][CH:34]=1, predict the reaction product. The product is: [CH2:1]([O:3][C:4]([C:6]1[CH2:7][N:8]([CH2:20][C:21]2[CH:26]=[CH:25][CH:24]=[CH:23][CH:22]=2)[CH2:9][CH2:10][C:11]=1[C:45]1[CH:46]=[CH:47][C:42]([C:33]2[CH:38]=[CH:37][CH:36]=[CH:35][CH:34]=2)=[CH:43][CH:44]=1)=[O:5])[CH3:2].